Dataset: Forward reaction prediction with 1.9M reactions from USPTO patents (1976-2016). Task: Predict the product of the given reaction. (1) Given the reactants [N:1]1[CH:6]=[C:5]([C:7]([NH:9][C:10]2([C:13]([OH:15])=O)[CH2:12][CH2:11]2)=[O:8])[CH:4]=[N:3][CH:2]=1.[CH:16]([C:19]1[CH:33]=[CH:32][CH:31]=[CH:30][C:20]=1[O:21][C:22]1[CH:29]=[CH:28][C:25]([CH2:26][NH2:27])=[CH:24][CH:23]=1)([CH3:18])[CH3:17], predict the reaction product. The product is: [CH:16]([C:19]1[CH:33]=[CH:32][CH:31]=[CH:30][C:20]=1[O:21][C:22]1[CH:29]=[CH:28][C:25]([CH2:26][NH:27][C:13]([C:10]2([NH:9][C:7]([C:5]3[CH:4]=[N:3][CH:2]=[N:1][CH:6]=3)=[O:8])[CH2:11][CH2:12]2)=[O:15])=[CH:24][CH:23]=1)([CH3:18])[CH3:17]. (2) Given the reactants O.[NH2:2][NH2:3].[CH3:4][O:5][C:6]([C:8]1[S:9][C:10]([C:23](=O)[CH2:24][C:25]#[N:26])=[CH:11][C:12]=1[O:13][CH:14]([C:16]1[CH:21]=[CH:20][CH:19]=[CH:18][C:17]=1[Cl:22])[CH3:15])=[O:7], predict the reaction product. The product is: [CH3:4][O:5][C:6]([C:8]1[S:9][C:10]([C:23]2[NH:2][N:3]=[C:25]([NH2:26])[CH:24]=2)=[CH:11][C:12]=1[O:13][CH:14]([C:16]1[CH:21]=[CH:20][CH:19]=[CH:18][C:17]=1[Cl:22])[CH3:15])=[O:7]. (3) Given the reactants [NH2:1][C:2]1[CH:3]=[C:4]([CH:8]=[CH:9][C:10]=1[NH:11][C:12]1[CH:17]=[CH:16][C:15]([O:18][CH2:19][C:20]2[CH:25]=[CH:24][CH:23]=[CH:22][CH:21]=2)=[CH:14][CH:13]=1)[C:5]([OH:7])=[O:6].Cl.[N:27]([O-])=O.[Na+], predict the reaction product. The product is: [CH2:19]([O:18][C:15]1[CH:16]=[CH:17][C:12]([N:11]2[C:10]3[CH:9]=[CH:8][C:4]([C:5]([OH:7])=[O:6])=[CH:3][C:2]=3[N:1]=[N:27]2)=[CH:13][CH:14]=1)[C:20]1[CH:21]=[CH:22][CH:23]=[CH:24][CH:25]=1. (4) The product is: [CH:19]([C:22]1[CH:23]=[CH:24][C:25]([S:28]([NH:31][C:2]2[C:7]([O:8][C:9]3[CH:14]=[CH:13][CH:12]=[CH:11][C:10]=3[O:15][CH3:16])=[C:6]([Cl:17])[N:5]=[CH:4][N:3]=2)(=[O:30])=[O:29])=[N:26][CH:27]=1)([CH3:21])[CH3:20]. Given the reactants Cl[C:2]1[C:7]([O:8][C:9]2[CH:14]=[CH:13][CH:12]=[CH:11][C:10]=2[O:15][CH3:16])=[C:6]([Cl:17])[N:5]=[CH:4][N:3]=1.[K+].[CH:19]([C:22]1[CH:23]=[CH:24][C:25]([S:28]([NH-:31])(=[O:30])=[O:29])=[N:26][CH:27]=1)([CH3:21])[CH3:20], predict the reaction product.